This data is from Forward reaction prediction with 1.9M reactions from USPTO patents (1976-2016). The task is: Predict the product of the given reaction. (1) Given the reactants [CH3:1][N:2]1[CH:6]=[C:5]([NH:7][C:8]([C:10]2[CH:15]=[CH:14][CH:13]=[C:12]([C:16]3[CH:17]=[N:18][N:19]([CH2:21][CH2:22]Cl)[CH:20]=3)[N:11]=2)=[O:9])[C:4]([C:24](=[O:32])[NH:25][CH2:26][CH:27]2[CH2:31][CH2:30][NH:29][CH2:28]2)=[N:3]1.C(N(C(C)C)C(C)C)C.[I-].[K+], predict the reaction product. The product is: [CH3:1][N:2]1[CH:6]=[C:5]2[C:4]([C:24](=[O:32])[NH:25][CH2:26][CH:27]3[CH2:28][N:29]([CH2:22][CH2:21][N:19]4[CH:20]=[C:16]([C:12]5[N:11]=[C:10]([C:8](=[O:9])[NH:7]2)[CH:15]=[CH:14][CH:13]=5)[CH:17]=[N:18]4)[CH2:30][CH2:31]3)=[N:3]1. (2) Given the reactants [C:1]([N:5]1[C:10](=[O:11])[C:9]([Cl:12])=[C:8]([O:13][CH:14]([C:24]2[CH:29]=[CH:28][C:27]([C:30]([CH3:33])([CH3:32])[CH3:31])=[CH:26][CH:25]=2)[CH2:15][O:16][Si](C(C)(C)C)(C)C)[CH:7]=[N:6]1)([CH3:4])([CH3:3])[CH3:2].Cl, predict the reaction product. The product is: [C:1]([N:5]1[C:10](=[O:11])[C:9]([Cl:12])=[C:8]([O:13][CH:14]([C:24]2[CH:25]=[CH:26][C:27]([C:30]([CH3:33])([CH3:32])[CH3:31])=[CH:28][CH:29]=2)[CH2:15][OH:16])[CH:7]=[N:6]1)([CH3:4])([CH3:3])[CH3:2]. (3) Given the reactants [CH2:1]([C:5]1[O:6][C:7]2[CH:13]=[CH:12][C:11]([NH2:14])=[CH:10][C:8]=2[CH:9]=1)[CH2:2][CH2:3][CH3:4].[CH3:15][S:16](Cl)(=[O:18])=[O:17], predict the reaction product. The product is: [CH2:1]([C:5]1[O:6][C:7]2[CH:13]=[CH:12][C:11]([NH:14][S:16]([CH3:15])(=[O:18])=[O:17])=[CH:10][C:8]=2[CH:9]=1)[CH2:2][CH2:3][CH3:4]. (4) Given the reactants C1(P(C2C=CC=CC=2)C2C=CC=CC=2)C=CC=CC=1.CC(OC(/N=N/C(OC(C)C)=O)=O)C.[CH2:34](O)/[CH:35]=[CH:36]/[CH2:37][CH2:38]/[CH:39]=[CH:40]\[CH2:41]/[CH:42]=[CH:43]\[CH2:44]/[CH:45]=[CH:46]\[CH2:47]/[CH:48]=[CH:49]\[CH2:50][CH3:51].[C:53]([OH:56])(=[S:55])[CH3:54].CC1C(O)=C(C)C2CC[C@](CCC[C@@H](CCC[C@@H](CCCC(C)C)C)C)(C)OC=2C=1C, predict the reaction product. The product is: [C:53](=[O:56])([S:55][CH2:34]/[CH:35]=[CH:36]/[CH2:37][CH2:38]/[CH:39]=[CH:40]\[CH2:41]/[CH:42]=[CH:43]\[CH2:44]/[CH:45]=[CH:46]\[CH2:47]/[CH:48]=[CH:49]\[CH2:50][CH3:51])[CH3:54]. (5) Given the reactants [C:1]([O:5][C:6]([N:8]1[CH2:13][CH2:12][C@H:11]([O:14][C:15]2[CH:20]=[CH:19][CH:18]=[C:17](Br)[CH:16]=2)[CH2:10][C@@H:9]1[CH3:22])=[O:7])([CH3:4])([CH3:3])[CH3:2].C(=[NH:36])(C1C=CC=CC=1)C1C=CC=CC=1.CC(C)([O-])C.[Na+].C([O-])(=O)C.[Na+].Cl.NO, predict the reaction product. The product is: [C:1]([O:5][C:6]([N:8]1[CH2:13][CH2:12][C@H:11]([O:14][C:15]2[CH:20]=[CH:19][CH:18]=[C:17]([NH2:36])[CH:16]=2)[CH2:10][C@@H:9]1[CH3:22])=[O:7])([CH3:4])([CH3:3])[CH3:2]. (6) The product is: [O:101]=[C:98]1[CH:99]=[CH:100][C:96](=[O:95])[N:97]1[CH2:102][CH2:103][CH2:104][CH2:105][CH2:106][C:107]([NH:109][NH:110][C:1](=[O:3])[CH2:4][CH2:5][CH2:6][N:7]([CH3:61])[C@H:8]([C:12]([NH:14][C@H:15]([C:19]([N:21]([C@@H:23]([C@@H:57]([CH3:60])[CH2:58][CH3:59])[C@H:24]([O:55][CH3:56])[CH2:25][C:26]([N:28]1[CH2:32][CH2:31][CH2:30][C@H:29]1[C@H:33]([O:53][CH3:54])[C@@H:34]([CH3:52])[C:35]([NH:37][C@@:38]1([C:47]([O:49][CH2:50][CH3:51])=[O:48])[CH2:40][C@@H:39]1[C:41]1[CH:46]=[CH:45][CH:44]=[CH:43][CH:42]=1)=[O:36])=[O:27])[CH3:22])=[O:20])[CH:16]([CH3:17])[CH3:18])=[O:13])[CH:9]([CH3:10])[CH3:11])=[O:108]. Given the reactants [C:1]([CH2:4][CH2:5][CH2:6][N:7]([CH3:61])[C@H:8]([C:12]([NH:14][C@H:15]([C:19]([N:21]([C@@H:23]([C@@H:57]([CH3:60])[CH2:58][CH3:59])[C@H:24]([O:55][CH3:56])[CH2:25][C:26]([N:28]1[CH2:32][CH2:31][CH2:30][C@H:29]1[C@H:33]([O:53][CH3:54])[C@@H:34]([CH3:52])[C:35]([NH:37][C@@:38]1([C:47]([O:49][CH2:50][CH3:51])=[O:48])[CH2:40][C@@H:39]1[C:41]1[CH:46]=[CH:45][CH:44]=[CH:43][CH:42]=1)=[O:36])=[O:27])[CH3:22])=[O:20])[CH:16]([CH3:18])[CH3:17])=[O:13])[CH:9]([CH3:11])[CH3:10])([OH:3])=O.F[P-](F)(F)(F)(F)F.N1(OC(N(C)C)=[N+](C)C)C2N=CC=CC=2N=N1.C(N(CC)C(C)C)(C)C.[O:95]=[C:96]1[CH:100]=[CH:99][C:98](=[O:101])[N:97]1[CH2:102][CH2:103][CH2:104][CH2:105][CH2:106][C:107]([NH:109][NH2:110])=[O:108], predict the reaction product.